This data is from Forward reaction prediction with 1.9M reactions from USPTO patents (1976-2016). The task is: Predict the product of the given reaction. (1) Given the reactants [N:1]1([C:7]2[N:12]=[C:11]([CH:13]=[CH:14][C:15]([C:17]3[CH:25]=[CH:24][C:20]([C:21](O)=[O:22])=[CH:19][CH:18]=3)=[O:16])[CH:10]=[CH:9][CH:8]=2)[CH2:6][CH2:5][O:4][CH2:3][CH2:2]1.C(N(C(C)C)C(C)C)C.ClC(OCC)=O.[N-:41]=[N+:42]=[N-:43].[Na+], predict the reaction product. The product is: [N:1]1([C:7]2[N:12]=[C:11]([CH:13]=[CH:14][C:15]([C:17]3[CH:25]=[CH:24][C:20]([C:21]([N:41]=[N+:42]=[N-:43])=[O:22])=[CH:19][CH:18]=3)=[O:16])[CH:10]=[CH:9][CH:8]=2)[CH2:2][CH2:3][O:4][CH2:5][CH2:6]1. (2) Given the reactants [C:1]([C:3]1[CH:8]=[CH:7][CH:6]=[CH:5][C:4]=1[N:9]1[CH2:14][CH2:13][NH:12][CH2:11][CH2:10]1)#[N:2].[N:15]([Sn](CCCC)(CCCC)CCCC)=[N+:16]=[N-:17], predict the reaction product. The product is: [NH:15]1[C:1]([C:3]2[CH:8]=[CH:7][CH:6]=[CH:5][C:4]=2[N:9]2[CH2:14][CH2:13][NH:12][CH2:11][CH2:10]2)=[N:2][N:17]=[N:16]1.